Dataset: NCI-60 drug combinations with 297,098 pairs across 59 cell lines. Task: Regression. Given two drug SMILES strings and cell line genomic features, predict the synergy score measuring deviation from expected non-interaction effect. (1) Drug 1: CS(=O)(=O)C1=CC(=C(C=C1)C(=O)NC2=CC(=C(C=C2)Cl)C3=CC=CC=N3)Cl. Drug 2: CCC1(CC2CC(C3=C(CCN(C2)C1)C4=CC=CC=C4N3)(C5=C(C=C6C(=C5)C78CCN9C7C(C=CC9)(C(C(C8N6C)(C(=O)OC)O)OC(=O)C)CC)OC)C(=O)OC)O.OS(=O)(=O)O. Cell line: SR. Synergy scores: CSS=83.8, Synergy_ZIP=8.69, Synergy_Bliss=3.05, Synergy_Loewe=-3.30, Synergy_HSA=5.98. (2) Drug 1: C1=CC=C(C=C1)NC(=O)CCCCCCC(=O)NO. Drug 2: COC1=C2C(=CC3=C1OC=C3)C=CC(=O)O2. Cell line: CAKI-1. Synergy scores: CSS=16.4, Synergy_ZIP=-4.36, Synergy_Bliss=-0.0573, Synergy_Loewe=-6.13, Synergy_HSA=-2.82. (3) Drug 1: C1C(C(OC1N2C=NC(=NC2=O)N)CO)O. Drug 2: CC1C(C(CC(O1)OC2CC(CC3=C2C(=C4C(=C3O)C(=O)C5=CC=CC=C5C4=O)O)(C(=O)C)O)N)O. Cell line: TK-10. Synergy scores: CSS=45.4, Synergy_ZIP=0.423, Synergy_Bliss=0.621, Synergy_Loewe=-42.0, Synergy_HSA=1.14. (4) Drug 1: CC1C(C(=O)NC(C(=O)N2CCCC2C(=O)N(CC(=O)N(C(C(=O)O1)C(C)C)C)C)C(C)C)NC(=O)C3=C4C(=C(C=C3)C)OC5=C(C(=O)C(=C(C5=N4)C(=O)NC6C(OC(=O)C(N(C(=O)CN(C(=O)C7CCCN7C(=O)C(NC6=O)C(C)C)C)C)C(C)C)C)N)C. Drug 2: CC12CCC3C(C1CCC2O)C(CC4=C3C=CC(=C4)O)CCCCCCCCCS(=O)CCCC(C(F)(F)F)(F)F. Cell line: HCC-2998. Synergy scores: CSS=35.8, Synergy_ZIP=12.5, Synergy_Bliss=12.9, Synergy_Loewe=3.56, Synergy_HSA=8.23.